From a dataset of Ames mutagenicity test results for genotoxicity prediction. Regression/Classification. Given a drug SMILES string, predict its toxicity properties. Task type varies by dataset: regression for continuous values (e.g., LD50, hERG inhibition percentage) or binary classification for toxic/non-toxic outcomes (e.g., AMES mutagenicity, cardiotoxicity, hepatotoxicity). Dataset: ames. (1) The drug is O=[N+]([O-])c1ccc2c(c1)Cc1cc([N+](=O)[O-])ccc1-2. The result is 1 (mutagenic). (2) The molecule is O=[N+]([O-])c1ccc(NC2OCC(O)C(O)C2O)cc1. The result is 0 (non-mutagenic). (3) The molecule is CCC(=O)OCc1ccc([N+](=O)[O-])cc1. The result is 1 (mutagenic). (4) The drug is O=C1c2ccccc2C(=O)N1SC1CCCCC1. The result is 0 (non-mutagenic). (5) The drug is Fc1ccc2c3c(cccc13)-c1c-2ccc2ccccc12. The result is 1 (mutagenic).